From a dataset of Reaction yield outcomes from USPTO patents with 853,638 reactions. Predict the reaction yield, written as a fraction of the theoretical maximum amount of product (1.0 means a 100% yield; for example, 0.34 means a 34% yield). (1) The reactants are [O:1]=[C:2]1[C:10](=[O:11])[C:9]2[C:4](=[CH:5][CH:6]=[C:7]([S:12](Cl)(=[O:14])=[O:13])[CH:8]=2)[NH:3]1.C1COCC1.[O:21]([CH2:28][C@@H:29]1[CH2:33][CH2:32][CH2:31][NH:30]1)[C:22]1[CH:27]=[CH:26][CH:25]=[CH:24][CH:23]=1.C(N(CC)C(C)C)(C)C. The catalyst is C(Cl)(Cl)Cl. The product is [O:21]([CH2:28][C@@H:29]1[CH2:33][CH2:32][CH2:31][N:30]1[S:12]([C:7]1[CH:8]=[C:9]2[C:4](=[CH:5][CH:6]=1)[NH:3][C:2](=[O:1])[C:10]2=[O:11])(=[O:14])=[O:13])[C:22]1[CH:27]=[CH:26][CH:25]=[CH:24][CH:23]=1. The yield is 0.880. (2) The reactants are [C:1]([C:3]1[CH:12]=[CH:11][C:10]2[C:5](=[CH:6][CH:7]=[C:8]([C:13](OC)=[O:14])[CH:9]=2)[N:4]=1)#[N:2]. The catalyst is C1COCC1. The yield is 0.830. The product is [OH:14][CH2:13][C:8]1[CH:9]=[C:10]2[C:5](=[CH:6][CH:7]=1)[N:4]=[C:3]([C:1]#[N:2])[CH:12]=[CH:11]2.